This data is from Reaction yield outcomes from USPTO patents with 853,638 reactions. The task is: Predict the reaction yield, written as a fraction of the theoretical maximum amount of product (1.0 means a 100% yield; for example, 0.34 means a 34% yield). (1) The yield is 0.290. The catalyst is CN(C)C1C=CN=CC=1.N1C=CC=CC=1. The product is [CH2:1]([O:6][C:7](=[O:31])[C:8]1[C:13]([S:14][C:15]2[CH:16]=[CH:17][C:18]([S:21]([N:24]3[CH2:29][CH2:28][CH2:27][CH2:26][CH2:25]3)(=[O:23])=[O:22])=[CH:19][CH:20]=2)=[CH:12][N:11]=[C:10]([NH:30][S:40]([C:34]2[CH:35]=[CH:36][C:37]([Cl:39])=[CH:38][C:33]=2[Cl:32])(=[O:42])=[O:41])[CH:9]=1)[CH2:2][CH2:3][CH2:4][CH3:5]. The reactants are [CH2:1]([O:6][C:7](=[O:31])[C:8]1[C:13]([S:14][C:15]2[CH:20]=[CH:19][C:18]([S:21]([N:24]3[CH2:29][CH2:28][CH2:27][CH2:26][CH2:25]3)(=[O:23])=[O:22])=[CH:17][CH:16]=2)=[CH:12][N:11]=[C:10]([NH2:30])[CH:9]=1)[CH2:2][CH2:3][CH2:4][CH3:5].[Cl:32][C:33]1[CH:38]=[C:37]([Cl:39])[CH:36]=[CH:35][C:34]=1[S:40](Cl)(=[O:42])=[O:41]. (2) The reactants are Cl.[Cl:2][C:3]1[CH:4]=[C:5]2[C:9](=[CH:10][CH:11]=1)[NH:8][CH:7]=[C:6]2[CH2:12][CH2:13][NH2:14].[CH3:15][N:16]1[C:20]([C:21](Cl)=[O:22])=[CH:19][CH:18]=[N:17]1.C(N(CC)CC)C.C(OCC)(=O)C. The catalyst is ClCCl. The product is [Cl:2][C:3]1[CH:4]=[C:5]2[C:9](=[CH:10][CH:11]=1)[NH:8][CH:7]=[C:6]2[CH2:12][CH2:13][NH:14][C:21]([C:20]1[N:16]([CH3:15])[N:17]=[CH:18][CH:19]=1)=[O:22]. The yield is 0.860. (3) The reactants are [Br:1][C:2]1[CH:3]=[CH:4][C:5]2[N:6]([C:8](I)=[CH:9][N:10]=2)[CH:7]=1.[F:12][C:13]1[CH:18]=[CH:17][C:16](B(O)O)=[CH:15][CH:14]=1.C(=O)([O-])[O-].[Na+].[Na+].O. The catalyst is COCCOC.C1C=CC([P]([Pd]([P](C2C=CC=CC=2)(C2C=CC=CC=2)C2C=CC=CC=2)([P](C2C=CC=CC=2)(C2C=CC=CC=2)C2C=CC=CC=2)[P](C2C=CC=CC=2)(C2C=CC=CC=2)C2C=CC=CC=2)(C2C=CC=CC=2)C2C=CC=CC=2)=CC=1. The product is [Br:1][C:2]1[CH:3]=[CH:4][C:5]2[N:6]([C:8]([C:16]3[CH:17]=[CH:18][C:13]([F:12])=[CH:14][CH:15]=3)=[CH:9][N:10]=2)[CH:7]=1. The yield is 0.480. (4) The reactants are Br[C:2]1[CH:3]=[N:4][CH:5]=[C:6]([Br:8])[CH:7]=1.[CH2:9]([OH:11])[CH3:10]. No catalyst specified. The product is [Br:8][C:6]1[CH:5]=[N:4][CH:3]=[C:2]([O:11][CH2:9][CH3:10])[CH:7]=1. The yield is 0.600. (5) The reactants are [C:1](N1C=CN=C1)(N1C=CN=C1)=[O:2].[NH2:13][CH2:14][CH2:15][CH2:16][C:17]1[CH:22]=[CH:21][N:20]=[CH:19][CH:18]=1.Cl.[C:24]12([CH2:34][CH2:35][NH:36][CH2:37][CH2:38][CH2:39][CH2:40][CH3:41])[CH2:33][CH:28]3[CH2:29][CH:30]([CH2:32][CH:26]([CH2:27]3)[CH2:25]1)[CH2:31]2. The catalyst is O1CCCC1.C(OCC)(=O)C. The product is [C:24]12([CH2:34][CH2:35][N:36]([CH2:37][CH2:38][CH2:39][CH2:40][CH3:41])[C:1]([NH:13][CH2:14][CH2:15][CH2:16][C:17]3[CH:22]=[CH:21][N:20]=[CH:19][CH:18]=3)=[O:2])[CH2:31][CH:30]3[CH2:29][CH:28]([CH2:27][CH:26]([CH2:32]3)[CH2:25]1)[CH2:33]2. The yield is 0.730. (6) The reactants are [C:1]12[C:7](=[CH:8][CH:9]=[CH:10][CH:11]=1)[NH:6]C(=O)[O:4][C:2]2=O.[CH2:13]([CH2:15][NH2:16])[OH:14].Cl. The catalyst is O. The product is [NH2:6][C:7]1[CH:8]=[CH:9][CH:10]=[CH:11][C:1]=1[C:2]([NH:16][CH2:15][CH2:13][OH:14])=[O:4]. The yield is 0.700. (7) The reactants are [CH2:1]1[CH2:8][O:7][S:4](=[O:6])(=[O:5])[CH2:3][CH2:2]1.[CH3:9][N:10]([CH2:12][CH2:13][CH2:14][CH2:15][CH2:16][CH2:17][CH2:18][CH2:19][CH2:20][CH2:21][CH2:22][CH2:23][CH2:24][CH3:25])[CH3:11]. The catalyst is CN(C=O)C. The product is [CH3:11][N+:10]([CH2:12][CH2:13][CH2:14][CH2:15][CH2:16][CH2:17][CH2:18][CH2:19][CH2:20][CH2:21][CH2:22][CH2:23][CH2:24][CH3:25])([CH2:8][CH2:1][CH2:2][CH2:3][S:4]([O-:7])(=[O:6])=[O:5])[CH3:9]. The yield is 0.550. (8) The reactants are [CH3:1][N:2]1[C:7](=[O:8])[C:6]([NH:9][C:10]2[CH:15]=[CH:14][N:13]=[CH:12][N:11]=2)=[CH:5][C:4]([C:16]2[C:21]([CH:22]=[O:23])=[C:20]([N:24]3[CH2:35][CH2:34][N:33]4[C:26](=[CH:27][C:28]5[CH2:29][C:30]([CH3:37])([CH3:36])[CH2:31][C:32]=54)[C:25]3=[O:38])[N:19]=[CH:18][CH:17]=2)=[CH:3]1.[BH4-].[Na+]. The catalyst is CO. The product is [OH:23][CH2:22][C:21]1[C:20]([N:24]2[CH2:35][CH2:34][N:33]3[C:32]4[CH2:31][C:30]([CH3:36])([CH3:37])[CH2:29][C:28]=4[CH:27]=[C:26]3[C:25]2=[O:38])=[N:19][CH:18]=[CH:17][C:16]=1[C:4]1[CH:5]=[C:6]([NH:9][C:10]2[CH:15]=[CH:14][N:13]=[CH:12][N:11]=2)[C:7](=[O:8])[N:2]([CH3:1])[CH:3]=1. The yield is 0.420. (9) The reactants are I[C:2]1[CH:17]=[CH:16][C:5]([C:6]([NH:8][CH2:9][C:10]2[CH:15]=[CH:14][CH:13]=[CH:12][CH:11]=2)=[O:7])=[CH:4][CH:3]=1.[O-]P([O-])([O-])=O.[K+].[K+].[K+].[C@@H]1(N)CCCC[C@H]1N.CCCCCCCCCCCC.[CH3:46][NH:47][CH:48]=[O:49]. The catalyst is [Cu]I.O1CCOCC1. The product is [CH2:9]([NH:8][C:6]([C:5]1[CH:16]=[CH:17][C:2]([N:47]([CH3:46])[CH:48]=[O:49])=[CH:3][CH:4]=1)=[O:7])[C:10]1[CH:15]=[CH:14][CH:13]=[CH:12][CH:11]=1. The yield is 0.980. (10) The reactants are [Cl:1][C:2]1[C:7]([C:8](O)=[O:9])=[CH:6][CH:5]=[C:4]([Cl:11])[N:3]=1.C[N:13]1CCOCC1.ClC(OC(C)C)=O. The catalyst is ClCCl. The product is [Cl:1][C:2]1[C:7]([C:8]([NH2:13])=[O:9])=[CH:6][CH:5]=[C:4]([Cl:11])[N:3]=1. The yield is 0.500.